This data is from Reaction yield outcomes from USPTO patents with 853,638 reactions. The task is: Predict the reaction yield, written as a fraction of the theoretical maximum amount of product (1.0 means a 100% yield; for example, 0.34 means a 34% yield). (1) The reactants are C([N:8]1[CH2:17][CH2:16][C:15]2[C:14]([NH:18][C:19]3[CH:24]=[CH:23][C:22]([S:25]([C:28]([F:31])([F:30])[F:29])(=[O:27])=[O:26])=[CH:21][CH:20]=3)=[N:13][CH:12]=[N:11][C:10]=2[CH2:9]1)C1C=CC=CC=1.ClC(OC(Cl)=O)C.C(N(CC)C(C)C)(C)C. The catalyst is C(Cl)(Cl)Cl. The product is [F:31][C:28]([F:29])([F:30])[S:25]([C:22]1[CH:23]=[CH:24][C:19]([NH:18][C:14]2[C:15]3[CH2:16][CH2:17][NH:8][CH2:9][C:10]=3[N:11]=[CH:12][N:13]=2)=[CH:20][CH:21]=1)(=[O:26])=[O:27]. The yield is 0.830. (2) The reactants are Cl[C:2]1[N:7]=[C:6]([C:8]2[N:12]3[CH:13]=[CH:14][CH:15]=[CH:16][C:11]3=[N:10][C:9]=2[C:17]2[CH:18]=[CH:19][C:20]([O:34][CH3:35])=[C:21]([CH:33]=2)[C:22]([NH:24][C:25]2[C:30]([F:31])=[CH:29][CH:28]=[CH:27][C:26]=2[F:32])=[O:23])[CH:5]=[CH:4][N:3]=1.[CH3:36][O:37][C:38]1[CH:44]=[C:43]([CH2:45][CH2:46][N:47]2[CH2:52][CH2:51][N:50]([CH3:53])[CH2:49][CH2:48]2)[CH:42]=[CH:41][C:39]=1[NH2:40].C1(C)C=CC(S(O)(=O)=O)=CC=1.C[O-].[Na+]. The catalyst is C(Cl)Cl.CC(O)C. The product is [F:32][C:26]1[CH:27]=[CH:28][CH:29]=[C:30]([F:31])[C:25]=1[NH:24][C:22](=[O:23])[C:21]1[CH:33]=[C:17]([C:9]2[N:10]=[C:11]3[CH:16]=[CH:15][CH:14]=[CH:13][N:12]3[C:8]=2[C:6]2[CH:5]=[CH:4][N:3]=[C:2]([NH:40][C:39]3[CH:41]=[CH:42][C:43]([CH2:45][CH2:46][N:47]4[CH2:48][CH2:49][N:50]([CH3:53])[CH2:51][CH2:52]4)=[CH:44][C:38]=3[O:37][CH3:36])[N:7]=2)[CH:18]=[CH:19][C:20]=1[O:34][CH3:35]. The yield is 0.680. (3) The reactants are [OH:1][NH:2][C:3](=[NH:5])[CH3:4].[H-].[Na+].C(O[C:11](=O)[CH2:12][S:13][C:14]1[CH:19]=[CH:18][CH:17]=[CH:16][CH:15]=1)C. The catalyst is C1COCC1.[NH4+].[Cl-]. The product is [CH3:4][C:3]1[N:5]=[C:11]([CH2:12][S:13][C:14]2[CH:19]=[CH:18][CH:17]=[CH:16][CH:15]=2)[O:1][N:2]=1. The yield is 0.460. (4) The reactants are [I:1][C:2]1[CH:7]=[C:6]([CH3:8])[C:5]([NH2:9])=[CH:4][N:3]=1.CC([O-])=O.[K+].[N:15](OCCC(C)C)=O.C([O-])(O)=O.[Na+]. The catalyst is C1(C)C=CC=CC=1.CCOC(C)=O.CC(O)=O. The product is [I:1][C:2]1[CH:7]=[C:6]2[CH:8]=[N:15][NH:9][C:5]2=[CH:4][N:3]=1. The yield is 0.835.